The task is: Predict the product of the given reaction.. This data is from Forward reaction prediction with 1.9M reactions from USPTO patents (1976-2016). (1) The product is: [CH3:1][O:2][C:3]1[CH:8]=[CH:7][C:6]([CH:9]2[CH2:14][CH2:13][CH:12]([CH2:15][CH2:16][OH:17])[CH2:11][CH2:10]2)=[CH:5][CH:4]=1. Given the reactants [CH3:1][O:2][C:3]1[CH:8]=[CH:7][C:6]([CH:9]2[CH2:14][CH2:13][CH:12]([CH2:15][C:16](OCC)=[O:17])[CH2:11][CH2:10]2)=[CH:5][CH:4]=1.[H-].[H-].[H-].[H-].[Li+].[Al+3], predict the reaction product. (2) Given the reactants [O:1]=[CH:2][C@@H:3]([C@H:5]([C@@H:7]([C@@H:9]([CH2:11][OH:12])[OH:10])[OH:8])[OH:6])[OH:4].[C:13](Cl)(=[O:18])[C:14]([CH3:17])([CH3:16])[CH3:15], predict the reaction product. The product is: [CH3:15][C:14]([CH3:17])([CH3:16])[C:13]([O:1][C@@H:2]1[C@H:3]([O:4][C:13](=[O:18])[C:14]([CH3:17])([CH3:16])[CH3:15])[C@@H:5]([O:6][C:13](=[O:18])[C:14]([CH3:17])([CH3:16])[CH3:15])[C@H:7]([O:8][C:13](=[O:18])[C:14]([CH3:17])([CH3:16])[CH3:15])[C@@H:9]([CH2:11][O:12][C:13](=[O:18])[C:14]([CH3:17])([CH3:16])[CH3:15])[O:10]1)=[O:18]. (3) Given the reactants [Li][CH2:2]CCC.C(NC(C)C)(C)C.[Br:13][C:14]1[CH:15]=[CH:16][CH:17]=[C:18]2[C:23]=1[N:22]=[C:21]([Cl:24])[CH:20]=[CH:19]2.CI, predict the reaction product. The product is: [Br:13][C:14]1[CH:15]=[CH:16][CH:17]=[C:18]2[C:23]=1[N:22]=[C:21]([Cl:24])[C:20]([CH3:2])=[CH:19]2. (4) Given the reactants [NH:1]1[CH2:6][CH2:5][O:4][CH2:3][CH2:2]1.[F:7][C:8]([F:58])([F:57])[C:9]1[CH:10]=[C:11]([C@H:19]2[O:23][C:22](=[O:24])[N:21]([CH2:25][C:26]3[C:31]([C:32]4[CH:33]=[C:34]([C:40]5[C:49]([CH3:50])=[CH:48][C:43]([C:44]([O:46]C)=[O:45])=[CH:42][C:41]=5[CH3:51])[CH:35]=[N:36][C:37]=4[O:38][CH3:39])=[CH:30][N:29]=[C:28](S(C)(=O)=O)[N:27]=3)[C@H:20]2[CH3:56])[CH:12]=[C:13]([C:15]([F:18])([F:17])[F:16])[CH:14]=1, predict the reaction product. The product is: [F:17][C:15]([F:16])([F:18])[C:13]1[CH:12]=[C:11]([C@H:19]2[O:23][C:22](=[O:24])[N:21]([CH2:25][C:26]3[C:31]([C:32]4[CH:33]=[C:34]([C:40]5[C:41]([CH3:51])=[CH:42][C:43]([C:44]([OH:46])=[O:45])=[CH:48][C:49]=5[CH3:50])[CH:35]=[N:36][C:37]=4[O:38][CH3:39])=[CH:30][N:29]=[C:28]([N:1]4[CH2:6][CH2:5][O:4][CH2:3][CH2:2]4)[N:27]=3)[C@H:20]2[CH3:56])[CH:10]=[C:9]([C:8]([F:7])([F:58])[F:57])[CH:14]=1. (5) Given the reactants [CH3:1][N:2]1[CH2:6][CH2:5][C@@:4]([NH:10][C:11](=[O:17])[O:12][C:13]([CH3:16])([CH3:15])[CH3:14])([CH2:7][C:8]#[CH:9])[C:3]1=[O:18].I[C:20]1[N:25]=[C:24]([CH3:26])[CH:23]=[C:22]([C:27]2[CH:32]=[CH:31][C:30]([C:33]([F:36])([F:35])[F:34])=[CH:29][CH:28]=2)[N:21]=1.C(NC(C)C)(C)C.O, predict the reaction product. The product is: [CH3:1][N:2]1[CH2:6][CH2:5][C@@:4]([NH:10][C:11](=[O:17])[O:12][C:13]([CH3:15])([CH3:14])[CH3:16])([CH2:7][C:8]#[C:9][C:20]2[N:25]=[C:24]([CH3:26])[CH:23]=[C:22]([C:27]3[CH:28]=[CH:29][C:30]([C:33]([F:36])([F:34])[F:35])=[CH:31][CH:32]=3)[N:21]=2)[C:3]1=[O:18]. (6) Given the reactants O=[C:2]1[CH2:5][CH:4]([NH:6][C:7](=[O:13])[O:8][C:9]([CH3:12])([CH3:11])[CH3:10])[CH2:3]1.[CH3:14][C:15]([S:18]([NH2:20])=[O:19])([CH3:17])[CH3:16], predict the reaction product. The product is: [C:15]([S:18]([N:20]=[C:2]1[CH2:5][CH:4]([NH:6][C:7](=[O:13])[O:8][C:9]([CH3:12])([CH3:11])[CH3:10])[CH2:3]1)=[O:19])([CH3:17])([CH3:16])[CH3:14]. (7) Given the reactants [CH3:1][O:2][C:3](=[O:39])/[CH:4]=[CH:5]/[C:6]1[C:11]([CH2:12][N:13]([CH2:20][C:21]2[CH:26]=[C:25]([C:27]([F:30])([F:29])[F:28])[CH:24]=[C:23]([C:31]([F:34])([F:33])[F:32])[CH:22]=2)[C:14]2[N:15]=[N:16][N:17]([CH3:19])[N:18]=2)=[CH:10][C:9]([C:35]([F:38])([F:37])[F:36])=[CH:8][N:7]=1.[CH3:40][NH2:41], predict the reaction product. The product is: [CH3:1][O:2][C:3](=[O:39])[CH2:4][CH:5]([C:6]1[C:11]([CH2:12][N:13]([CH2:20][C:21]2[CH:22]=[C:23]([C:31]([F:34])([F:32])[F:33])[CH:24]=[C:25]([C:27]([F:28])([F:29])[F:30])[CH:26]=2)[C:14]2[N:15]=[N:16][N:17]([CH3:19])[N:18]=2)=[CH:10][C:9]([C:35]([F:36])([F:38])[F:37])=[CH:8][N:7]=1)[NH:41][CH3:40]. (8) Given the reactants [Cl-].[Al+3].[Cl-].[Cl-].[F:5][C:6]1[CH:11]=[CH:10][C:9]([CH3:12])=[CH:8][CH:7]=1.[C:13](Cl)([CH3:16])([CH3:15])[CH3:14], predict the reaction product. The product is: [C:13]([C:7]1[CH:8]=[C:9]([CH3:12])[CH:10]=[CH:11][C:6]=1[F:5])([CH3:16])([CH3:15])[CH3:14]. (9) Given the reactants B(Cl)([C@@H]1[C@@H](C)[C@H]2C(C)(C)[C@@H](C2)C1)[C@@H]1[C@@H](C)[C@@H]2C(C)(C)[C@@H](C2)C1.[C:23]1([CH2:29][C:30]([C:32]2[S:33][CH:34]=[CH:35][N:36]=2)=[O:31])[CH:28]=[CH:27][CH:26]=[CH:25][CH:24]=1.[OH-].[Na+].OO, predict the reaction product. The product is: [C:23]1([CH2:29][C@H:30]([C:32]2[S:33][CH:34]=[CH:35][N:36]=2)[OH:31])[CH:28]=[CH:27][CH:26]=[CH:25][CH:24]=1.